From a dataset of Catalyst prediction with 721,799 reactions and 888 catalyst types from USPTO. Predict which catalyst facilitates the given reaction. (1) Reactant: [NH2:1][CH2:2][C:3]1[CH:8]=[CH:7][C:6]([C:9]2[CH:10]=[C:11]([CH3:16])[C:12]([NH2:15])=[N:13][CH:14]=2)=[CH:5][CH:4]=1.[F:17][C:18]1[CH:19]=[C:20]([CH:36]=[CH:37][C:38]=1[F:39])[CH2:21][NH:22][C:23](=[O:35])[C:24]1[CH:29]=[C:28]([C:30]([F:33])([F:32])[F:31])[CH:27]=[N:26][C:25]=1F.CS(C)=O.C(N(CC)CC)C. Product: [NH2:15][C:12]1[N:13]=[CH:14][C:9]([C:6]2[CH:5]=[CH:4][C:3]([CH2:2][NH:1][C:25]3[N:26]=[CH:27][C:28]([C:30]([F:31])([F:32])[F:33])=[CH:29][C:24]=3[C:23]([NH:22][CH2:21][C:20]3[CH:36]=[CH:37][C:38]([F:39])=[C:18]([F:17])[CH:19]=3)=[O:35])=[CH:8][CH:7]=2)=[CH:10][C:11]=1[CH3:16]. The catalyst class is: 13. (2) Reactant: [CH2:1]([O:8][C:9]1[CH:10]=[CH:11][C:12]([O:24][CH:25]([CH3:27])[CH3:26])=[C:13]([C:15]2[NH:23][C:18]3=[N:19][CH:20]=[CH:21][CH:22]=[C:17]3[N:16]=2)[CH:14]=1)[C:2]1[CH:7]=[CH:6][CH:5]=[CH:4][CH:3]=1.ClC1C=CC=C(C(OO)=[O:36])C=1. Product: [CH2:1]([O:8][C:9]1[CH:10]=[CH:11][C:12]([O:24][CH:25]([CH3:27])[CH3:26])=[C:13]([C:15]2[NH:23][C:18]3=[N+:19]([O-:36])[CH:20]=[CH:21][CH:22]=[C:17]3[N:16]=2)[CH:14]=1)[C:2]1[CH:7]=[CH:6][CH:5]=[CH:4][CH:3]=1. The catalyst class is: 22. (3) Reactant: Cl[CH2:2][C:3]1[CH:21]=[CH:20][C:6]([O:7][CH2:8][C:9]2[N:10]=[C:11]([C:15]3[O:16][CH:17]=[CH:18][CH:19]=3)[O:12][C:13]=2[CH3:14])=[C:5]([O:22][CH3:23])[CH:4]=1.[OH:24][C:25]1[C:29]([C:30]([O:32][CH2:33][CH3:34])=[O:31])=[CH:28][N:27]([C:35]2[CH:40]=[CH:39][CH:38]=[CH:37][CH:36]=2)[N:26]=1.C(=O)([O-])[O-].[K+].[K+].CN(C)C=O. Product: [O:16]1[CH:17]=[CH:18][CH:19]=[C:15]1[C:11]1[O:12][C:13]([CH3:14])=[C:9]([CH2:8][O:7][C:6]2[CH:20]=[CH:21][C:3]([CH2:2][O:24][C:25]3[C:29]([C:30]([O:32][CH2:33][CH3:34])=[O:31])=[CH:28][N:27]([C:35]4[CH:40]=[CH:39][CH:38]=[CH:37][CH:36]=4)[N:26]=3)=[CH:4][C:5]=2[O:22][CH3:23])[N:10]=1. The catalyst class is: 6. (4) Reactant: C[O:2][C:3]1[CH:4]=[C:5]2[C:9](=[CH:10][CH:11]=1)[NH:8][CH:7]=[C:6]2/[C:12](=[CH:15]/[C:16]1[CH:17]=[N:18][CH:19]=[CH:20][CH:21]=1)/[C:13]#[N:14].C(=O)=O.C(O)C.B(Br)(Br)Br. Product: [OH:2][C:3]1[CH:4]=[C:5]2[C:9](=[CH:10][CH:11]=1)[NH:8][CH:7]=[C:6]2/[C:12](=[CH:15]/[C:16]1[CH:17]=[N:18][CH:19]=[CH:20][CH:21]=1)/[C:13]#[N:14]. The catalyst class is: 4. (5) Reactant: [Cl:1][C:2]1[N:3]=[C:4]([O:20][CH:21]2[CH2:26][CH2:25][O:24][CH2:23][CH2:22]2)[C:5]2[C:10](I)=[CH:9][N:8]([CH2:12][O:13][CH2:14][CH2:15][Si:16]([CH3:19])([CH3:18])[CH3:17])[C:6]=2[N:7]=1.[N:27]1[CH:32]=[CH:31][C:30](B(O)O)=[CH:29][CH:28]=1.O1CCOCC1.C(=O)([O-])[O-].[Na+].[Na+]. Product: [Cl:1][C:2]1[N:3]=[C:4]([O:20][CH:21]2[CH2:26][CH2:25][O:24][CH2:23][CH2:22]2)[C:5]2[C:10]([C:30]3[CH:31]=[CH:32][N:27]=[CH:28][CH:29]=3)=[CH:9][N:8]([CH2:12][O:13][CH2:14][CH2:15][Si:16]([CH3:19])([CH3:18])[CH3:17])[C:6]=2[N:7]=1. The catalyst class is: 103. (6) Reactant: [NH2:1][C:2]1[CH:7]=[N:6][C:5](Br)=[CH:4][N:3]=1.[CH3:9][O:10][C:11]1[CH:16]=[CH:15][CH:14]=[CH:13][C:12]=1B(O)O.C(=O)([O-])[O-].[K+].[K+]. Product: [CH3:9][O:10][C:11]1[CH:16]=[CH:15][CH:14]=[CH:13][C:12]=1[C:5]1[N:6]=[CH:7][C:2]([NH2:1])=[N:3][CH:4]=1. The catalyst class is: 427. (7) Reactant: [OH:1][CH2:2][C:3]1[CH:4]=[C:5]([NH:11][C:12]([C:14]2[N:15]=[N:16][N:17]([CH2:20][C:21]3[CH:26]=[CH:25][C:24]([Cl:27])=[C:23]([Cl:28])[CH:22]=3)[C:18]=2[CH3:19])=O)[CH:6]=[C:7]([CH2:9][OH:10])[CH:8]=1. Product: [Cl:28][C:23]1[CH:22]=[C:21]([CH2:20][N:17]2[C:18]([CH3:19])=[C:14]([CH2:12][NH:11][C:5]3[CH:6]=[C:7]([CH2:9][OH:10])[CH:8]=[C:3]([CH2:2][OH:1])[CH:4]=3)[N:15]=[N:16]2)[CH:26]=[CH:25][C:24]=1[Cl:27]. The catalyst class is: 10. (8) Reactant: [CH2:1]([N:8]1[CH2:13][C:12]([C:14]2[CH:19]=[CH:18][C:17]([F:20])=[CH:16][CH:15]=2)=[C:11]([C:21]([O:23]CC)=[O:22])[CH2:10][CH2:9]1)[C:2]1[CH:7]=[CH:6][CH:5]=[CH:4][CH:3]=1.[ClH:26]. Product: [ClH:26].[CH2:1]([N:8]1[CH2:13][C:12]([C:14]2[CH:15]=[CH:16][C:17]([F:20])=[CH:18][CH:19]=2)=[C:11]([C:21]([OH:23])=[O:22])[CH2:10][CH2:9]1)[C:2]1[CH:3]=[CH:4][CH:5]=[CH:6][CH:7]=1. The catalyst class is: 15.